This data is from Catalyst prediction with 721,799 reactions and 888 catalyst types from USPTO. The task is: Predict which catalyst facilitates the given reaction. Reactant: [OH:1][C:2]1[CH:11]=[C:10]2[C:5]([CH2:6][CH2:7][C:8](=[O:12])[NH:9]2)=[CH:4][CH:3]=1.[Cl:13][CH2:14][C:15]#[C:16][CH2:17]Cl.C([O-])([O-])=O.[K+].[K+]. Product: [Cl:13][CH2:14][C:15]#[C:16][CH2:17][O:1][C:2]1[CH:11]=[C:10]2[C:5]([CH2:6][CH2:7][C:8](=[O:12])[NH:9]2)=[CH:4][CH:3]=1. The catalyst class is: 88.